Task: Predict the product of the given reaction.. Dataset: Forward reaction prediction with 1.9M reactions from USPTO patents (1976-2016) (1) Given the reactants [S:1]1[CH:5]=[CH:4][CH:3]=[C:2]1[S:6]([NH:9][C:10]1[CH:11]=[CH:12][C:13]([CH3:24])=[C:14]2[C:18]=1[NH:17][C:16]([C:19]([O:21][CH2:22][CH3:23])=[O:20])=[CH:15]2)(=[O:8])=[O:7].C(=O)([O-])[O-].[K+].[K+].[CH2:31](I)[CH3:32], predict the reaction product. The product is: [CH2:31]([N:9]([S:6]([C:2]1[S:1][CH:5]=[CH:4][CH:3]=1)(=[O:7])=[O:8])[C:10]1[CH:11]=[CH:12][C:13]([CH3:24])=[C:14]2[C:18]=1[NH:17][C:16]([C:19]([O:21][CH2:22][CH3:23])=[O:20])=[CH:15]2)[CH3:32]. (2) Given the reactants O=S(Cl)Cl.[Cl:5][C:6]1[C:15]2[C:10](=[CH:11][CH:12]=[C:13]([C:16]([C:24]3[C:25]([CH3:31])=[N:26][C:27]([CH3:30])=[CH:28][CH:29]=3)([C:18]3[N:22]([CH3:23])[N:21]=[N:20][CH:19]=3)[OH:17])[CH:14]=2)[N:9]=[C:8]([O:32][CH3:33])[C:7]=1[CH2:34]O[Si](C(C)C)(C(C)C)C(C)C.[CH3:46][S:47]([CH:50]1[CH2:55][CH2:54][NH:53][CH2:52][CH2:51]1)(=[O:49])=[O:48].CCN(C(C)C)C(C)C, predict the reaction product. The product is: [Cl:5][C:6]1[C:15]2[C:10](=[CH:11][CH:12]=[C:13]([C:16]([C:24]3[C:25]([CH3:31])=[N:26][C:27]([CH3:30])=[CH:28][CH:29]=3)([C:18]3[N:22]([CH3:23])[N:21]=[N:20][CH:19]=3)[OH:17])[CH:14]=2)[N:9]=[C:8]([O:32][CH3:33])[C:7]=1[CH2:34][N:53]1[CH2:54][CH2:55][CH:50]([S:47]([CH3:46])(=[O:49])=[O:48])[CH2:51][CH2:52]1. (3) The product is: [N:15]1([CH2:18][CH2:19][N:20]2[CH:24]=[C:23]([C:2]3[CH:3]=[CH:4][C:5]([N+:9]([O-:11])=[O:10])=[C:6]([CH:8]=3)[NH2:7])[CH:22]=[N:21]2)[CH2:14][CH2:13][O:12][CH2:17][CH2:16]1. Given the reactants Cl[C:2]1[CH:3]=[CH:4][C:5]([N+:9]([O-:11])=[O:10])=[C:6]([CH:8]=1)[NH2:7].[O:12]1[CH2:17][CH2:16][N:15]([CH2:18][CH2:19][N:20]2[CH:24]=[C:23](B(O)O)[CH:22]=[N:21]2)[CH2:14][CH2:13]1, predict the reaction product. (4) Given the reactants Cl.[CH3:2][C:3]1[C:4]([NH2:18])=[CH:5][C:6]2[N:7]([N:9]=[C:10]([C:12]3[CH:17]=[CH:16][CH:15]=[CH:14][CH:13]=3)[N:11]=2)[CH:8]=1.C(N(CC)CC)C.C[Al](C)C.[N:30]1([C:34]([C:36]2[CH:37]=[N:38][N:39]([CH3:46])[C:40]=2[C:41](OCC)=[O:42])=[O:35])[CH2:33][CH2:32][CH2:31]1.C(N(C(C)C)C(C)C)C, predict the reaction product. The product is: [N:30]1([C:34]([C:36]2[CH:37]=[N:38][N:39]([CH3:46])[C:40]=2[C:41]([NH:18][C:4]2[C:3]([CH3:2])=[CH:8][N:7]3[N:9]=[C:10]([C:12]4[CH:17]=[CH:16][CH:15]=[CH:14][CH:13]=4)[N:11]=[C:6]3[CH:5]=2)=[O:42])=[O:35])[CH2:31][CH2:32][CH2:33]1. (5) The product is: [CH3:38][O:39][C:13](=[O:15])[C@H:7]([CH2:8][CH2:9][C:10]([O:12][CH3:16])=[O:11])[NH:6][C:28]([O:27][C:24]([CH3:26])([CH3:25])[CH3:23])=[O:29]. Given the reactants C[Si](Cl)(C)C.[NH2:6][C@H:7]([C:13]([OH:15])=O)[CH2:8][CH2:9][C:10]([OH:12])=[O:11].[CH3:16]CN(CC)CC.[CH3:23][C:24]([O:27][C:28](O[C:28]([O:27][C:24]([CH3:26])([CH3:25])[CH3:23])=[O:29])=[O:29])([CH3:26])[CH3:25].[CH3:38][OH:39], predict the reaction product. (6) Given the reactants [Cl:1][C:2]1[CH:7]=[CH:6][C:5]([C:8]2[CH:13]=[CH:12][N:11]3[C:14](=[O:28])[N:15]([CH2:17][C:18]4[CH:19]=[N:20][C:21]([C:24]([F:27])([F:26])[F:25])=[CH:22][CH:23]=4)[N:16]=[C:10]3[C:9]=2[C:29]2[CH:36]=[CH:35][C:32]([CH:33]=[O:34])=[CH:31][CH:30]=2)=[CH:4][CH:3]=1.[C:37]([Si](C)(C)C)#[N:38], predict the reaction product. The product is: [Cl:1][C:2]1[CH:7]=[CH:6][C:5]([C:8]2[CH:13]=[CH:12][N:11]3[C:14](=[O:28])[N:15]([CH2:17][C:18]4[CH:19]=[N:20][C:21]([C:24]([F:26])([F:27])[F:25])=[CH:22][CH:23]=4)[N:16]=[C:10]3[C:9]=2[C:29]2[CH:30]=[CH:31][C:32]([CH:33]([OH:34])[C:37]#[N:38])=[CH:35][CH:36]=2)=[CH:4][CH:3]=1. (7) Given the reactants CC([O:4][C@@H:5]1[C:19](=[O:20])[C@H:18]2[C@@:8]([CH3:27])([CH2:9][CH2:10][C@@H:11]3[C@:17]2([CH3:21])[CH2:16][C@@H:15]([C:22]2[CH:23]=[CH:24][O:25][CH:26]=2)[O:14][C:12]3=[O:13])[C@H:7]([C:28]([O:30][CH3:31])=[O:29])[CH2:6]1)=O.C(=O)([O-])[O-].[Na+].[Na+].O, predict the reaction product. The product is: [CH3:27][C@:8]12[C@H:7]([C:28]([O:30][CH3:31])=[O:29])[CH2:6][C@H:5]([OH:4])[C:19](=[O:20])[C@@H:18]1[C@:17]1([CH3:21])[C@H:11]([C:12]([O:14][C@H:15]([C:22]3[CH:23]=[CH:24][O:25][CH:26]=3)[CH2:16]1)=[O:13])[CH2:10][CH2:9]2. (8) Given the reactants CS(C1C=CC([C:11]2[CH:16]=[CH:15][C:14]([C:17](=[C:25]3[CH2:30][C:29]([CH3:32])([CH3:31])[CH2:28][C:27]([CH3:34])([CH3:33])[CH2:26]3)[C:18]3[CH:23]=[CH:22][C:21]([OH:24])=[CH:20][CH:19]=3)=[CH:13][CH:12]=2)=CC=1)(=O)=O.BrC1C=CC(C(=C2CC(C)(C)CC(C)(C)C2)C2C=CC(O)=CC=2)=CC=1.[CH3:60][C:61]1[C:65](B(O)O)=[C:64]([CH3:69])[O:63][N:62]=1.C([O-])([O-])=O.[Na+].[Na+], predict the reaction product. The product is: [CH3:60][C:61]1[C:65]([C:11]2[CH:16]=[CH:15][C:14]([C:17](=[C:25]3[CH2:26][C:27]([CH3:33])([CH3:34])[CH2:28][C:29]([CH3:31])([CH3:32])[CH2:30]3)[C:18]3[CH:23]=[CH:22][C:21]([OH:24])=[CH:20][CH:19]=3)=[CH:13][CH:12]=2)=[C:64]([CH3:69])[O:63][N:62]=1. (9) The product is: [N:24]1[CH:25]=[CH:26][CH:27]=[N:28][C:23]=1[N:6]1[CH2:7][C@H:8]([S:10]([C:13]2[CH:18]=[CH:17][CH:16]=[CH:15][C:14]=2[C:19]([F:20])([F:21])[F:22])(=[O:12])=[O:11])[CH2:9][C@H:5]1[C:3]([OH:4])=[O:2]. Given the reactants C[O:2][C:3]([C@@H:5]1[CH2:9][C@@H:8]([S:10]([C:13]2[CH:18]=[CH:17][CH:16]=[CH:15][C:14]=2[C:19]([F:22])([F:21])[F:20])(=[O:12])=[O:11])[CH2:7][N:6]1[C:23]1[N:28]=[CH:27][CH:26]=[CH:25][N:24]=1)=[O:4].[OH-].[Li+], predict the reaction product.